This data is from Forward reaction prediction with 1.9M reactions from USPTO patents (1976-2016). The task is: Predict the product of the given reaction. (1) Given the reactants CO.[S-2:3].[CH3:4][Na].Cl[C:7]1[CH:12]=[CH:11][C:10]([N+:13]([O-:15])=[O:14])=[CH:9][N:8]=1, predict the reaction product. The product is: [CH3:4][S:3][C:7]1[CH:12]=[CH:11][C:10]([N+:13]([O-:15])=[O:14])=[CH:9][N:8]=1. (2) The product is: [C:18]1([N:15]2[C:4]3=[N:5][C:6]([C:8]4[CH:9]=[C:10]([OH:14])[CH:11]=[CH:12][CH:13]=4)=[N:7][C:2]([N:25]4[CH2:30][CH2:29][S:28][CH2:27][CH2:26]4)=[C:3]3[CH:17]=[N:16]2)[CH:23]=[CH:22][CH:21]=[CH:20][CH:19]=1. Given the reactants Br[C:2]1[N:7]=[C:6]([C:8]2[CH:9]=[C:10]([OH:14])[CH:11]=[CH:12][CH:13]=2)[N:5]=[C:4]2[N:15]([C:18]3[CH:23]=[CH:22][CH:21]=[CH:20][CH:19]=3)[N:16]=[CH:17][C:3]=12.Cl.[NH:25]1[CH2:30][CH2:29][S:28][CH2:27][CH2:26]1, predict the reaction product. (3) Given the reactants C(=O)([O-])[O-].[K+].[K+].[C:7]1([C:13](B(O)O)=[CH2:14])[CH:12]=[CH:11][CH:10]=[CH:9][CH:8]=1.[O:18]1[CH2:23][CH2:22][CH2:21][O:20][CH:19]1[C:24]1[CH:29]=[CH:28][C:27]([C:30]2[S:31][C:32]3[C:33]([N:39]=2)=[N:34][C:35](Cl)=[CH:36][CH:37]=3)=[C:26]([F:40])[CH:25]=1.C(Cl)Cl, predict the reaction product. The product is: [O:20]1[CH2:21][CH2:22][CH2:23][O:18][CH:19]1[C:24]1[CH:29]=[CH:28][C:27]([C:30]2[S:31][C:32]3[C:33]([N:39]=2)=[N:34][C:35]([C:13]([C:7]2[CH:12]=[CH:11][CH:10]=[CH:9][CH:8]=2)=[CH2:14])=[CH:36][CH:37]=3)=[C:26]([F:40])[CH:25]=1. (4) Given the reactants N1C2C(=CC=CC=2)[C:4](=[O:5])C1=O.[NH:12]1[C:20]2[C:15](=[CH:16][CH:17]=[C:18]3[CH2:24][CH2:23][CH2:22][CH2:21][C:19]3=2)[C:14](=O)[C:13]1=[O:26].[OH-:27].[Na+].C(OC[C:34](=O)[CH:35]([C:37]1[CH:42]=[CH:41][CH:40]=[CH:39][CH:38]=1)[CH3:36])(=O)C, predict the reaction product. The product is: [OH:26][C:13]1[C:36]([CH:35]([C:37]2[CH:42]=[CH:41][CH:40]=[CH:39][CH:38]=2)[CH3:34])=[N:12][C:20]2[C:15]([C:14]=1[C:4]([OH:5])=[O:27])=[CH:16][CH:17]=[C:18]1[CH2:24][CH2:23][CH2:22][CH2:21][C:19]=21. (5) Given the reactants [CH3:1][O:2][C:3](=[O:38])[CH2:4][CH2:5][CH2:6][O:7][C:8]1[CH:9]=[CH:10][C:11]2[O:15][C:14]([NH:16][CH:17]3[CH2:22][CH2:21][N:20]([CH2:23][C:24]4[CH:29]=[C:28]([O:30][CH2:31][CH3:32])[C:27](F)=[C:26](OCC)[CH:25]=4)[CH2:19][CH2:18]3)=[N:13][C:12]=2[CH:37]=1.[CH2:39]([O:41]C1C=C(C=CC=1OC)C=O)C.C([BH3-])#N.[Na+].C(N(C(C)C)C(C)C)C, predict the reaction product. The product is: [CH3:1][O:2][C:3](=[O:38])[CH2:4][CH2:5][CH2:6][O:7][C:8]1[CH:9]=[CH:10][C:11]2[O:15][C:14]([NH:16][CH:17]3[CH2:18][CH2:19][N:20]([CH2:23][C:24]4[CH:25]=[CH:26][C:27]([O:41][CH3:39])=[C:28]([O:30][CH2:31][CH3:32])[CH:29]=4)[CH2:21][CH2:22]3)=[N:13][C:12]=2[CH:37]=1.